From a dataset of Forward reaction prediction with 1.9M reactions from USPTO patents (1976-2016). Predict the product of the given reaction. (1) Given the reactants [CH2:1]([O:8][C:9]1[CH:10]=[C:11]2[C:15](=[CH:16][CH:17]=1)[N:14]([CH2:18][C:19]1[CH:24]=[CH:23][CH:22]=[C:21](Br)[CH:20]=1)[CH:13]=[C:12]2[CH2:26][C:27]([O:29][C:30]([CH3:33])([CH3:32])[CH3:31])=[O:28])[C:2]1[CH:7]=[CH:6][CH:5]=[CH:4][CH:3]=1.[F:34][C:35]1[CH:40]=[CH:39][C:38](B(O)O)=[CH:37][C:36]=1[CH3:44], predict the reaction product. The product is: [CH2:1]([O:8][C:9]1[CH:10]=[C:11]2[C:15](=[CH:16][CH:17]=1)[N:14]([CH2:18][C:19]1[CH:20]=[C:21]([C:38]3[CH:39]=[CH:40][C:35]([F:34])=[C:36]([CH3:44])[CH:37]=3)[CH:22]=[CH:23][CH:24]=1)[CH:13]=[C:12]2[CH2:26][C:27]([O:29][C:30]([CH3:33])([CH3:32])[CH3:31])=[O:28])[C:2]1[CH:7]=[CH:6][CH:5]=[CH:4][CH:3]=1. (2) Given the reactants [Br:1][C:2]1[C:14]([F:15])=[CH:13][C:12]([C:16](O)=[O:17])=[C:11]2[C:3]=1[C:4]1[CH2:5][CH2:6][CH:7]([C:19]([O:21][CH2:22][CH3:23])=[O:20])[CH2:8][C:9]=1[NH:10]2.C(Cl)CCl.C1C=CC2N(O)N=[N:34]C=2C=1.[OH-].[NH4+], predict the reaction product. The product is: [Br:1][C:2]1[C:14]([F:15])=[CH:13][C:12]([C:16](=[O:17])[NH2:34])=[C:11]2[C:3]=1[C:4]1[CH2:5][CH2:6][CH:7]([C:19]([O:21][CH2:22][CH3:23])=[O:20])[CH2:8][C:9]=1[NH:10]2. (3) Given the reactants [Si:1]([O:8][C@H:9]1[CH2:18][C:17]([CH3:20])([CH3:19])[CH2:16][C:15]2[N:14]=[C:13]([CH:21]3[CH2:25][CH2:24][CH2:23][CH2:22]3)[C:12]([CH:26]=[O:27])=[C:11]([I:28])[C:10]1=2)([C:4]([CH3:7])([CH3:6])[CH3:5])([CH3:3])[CH3:2].[C:29]([C:33]1[CH:34]=[C:35]([Mg]Br)[CH:36]=[CH:37][CH:38]=1)([CH3:32])([CH3:31])[CH3:30], predict the reaction product. The product is: [Si:1]([O:8][C@H:9]1[CH2:18][C:17]([CH3:20])([CH3:19])[CH2:16][C:15]2[N:14]=[C:13]([CH:21]3[CH2:22][CH2:23][CH2:24][CH2:25]3)[C:12]([CH:26]([C:37]3[CH:36]=[CH:35][CH:34]=[C:33]([C:29]([CH3:32])([CH3:31])[CH3:30])[CH:38]=3)[OH:27])=[C:11]([I:28])[C:10]1=2)([C:4]([CH3:5])([CH3:6])[CH3:7])([CH3:3])[CH3:2]. (4) Given the reactants [C:1]([C:4]1[C:9]([C:10]2[CH:15]=[CH:14][CH:13]=[CH:12][CH:11]=2)=[N:8][N:7]([CH2:16][CH3:17])[C:6](=[O:18])[C:5]=1[N+:19]([O-])=O)(=[O:3])[CH3:2].[S:22]1[C:26]2=[N:27][CH:28]=[CH:29][CH:30]=[C:25]2[C:24](N)=[CH:23]1, predict the reaction product. The product is: [C:1]([C:4]1[C:9]([C:10]2[CH:15]=[CH:14][CH:13]=[CH:12][CH:11]=2)=[N:8][N:7]([CH2:16][CH3:17])[C:6](=[O:18])[C:5]=1[NH:19][C:24]1[C:25]2[C:26](=[N:27][CH:28]=[CH:29][CH:30]=2)[S:22][CH:23]=1)(=[O:3])[CH3:2]. (5) Given the reactants [Cl:1][C:2]1[CH:7]=[CH:6][CH:5]=[C:4]([Cl:8])[C:3]=1[CH2:9][S:10]([C:13]1[CH:14]=[C:15]2[C:19](=[CH:20][CH:21]=1)[NH:18][C:17](=[O:22])/[C:16]/2=[CH:23]\[C:24]1[NH:28][C:27]([CH3:29])=[C:26]([CH2:30][C:31](O)=[O:32])[C:25]=1[CH3:34])(=[O:12])=[O:11].F[P-](F)(F)(F)(F)F.N1(O[P+](N(C)C)(N(C)C)N(C)C)C2C=CC=CC=2N=N1.[NH:62]1[CH2:67][CH2:66][CH:65]([N:68]2[CH2:73][CH2:72][O:71][CH2:70][CH2:69]2)[CH2:64][CH2:63]1.[Li+].[Cl-], predict the reaction product. The product is: [Cl:8][C:4]1[CH:5]=[CH:6][CH:7]=[C:2]([Cl:1])[C:3]=1[CH2:9][S:10]([C:13]1[CH:14]=[C:15]2[C:19](=[CH:20][CH:21]=1)[NH:18][C:17](=[O:22])/[C:16]/2=[CH:23]\[C:24]1[NH:28][C:27]([CH3:29])=[C:26]([CH2:30][C:31]([N:62]2[CH2:67][CH2:66][CH:65]([N:68]3[CH2:73][CH2:72][O:71][CH2:70][CH2:69]3)[CH2:64][CH2:63]2)=[O:32])[C:25]=1[CH3:34])(=[O:11])=[O:12].